This data is from Reaction yield outcomes from USPTO patents with 853,638 reactions. The task is: Predict the reaction yield, written as a fraction of the theoretical maximum amount of product (1.0 means a 100% yield; for example, 0.34 means a 34% yield). The reactants are [CH3:1][C:2]1([CH3:36])[CH2:7][NH:6][CH2:5][CH2:4][N:3]1[CH2:8][C:9]1[N:10]([CH3:35])[C:11]2[C:16]([N:17]=1)=[C:15]([N:18]1[CH2:23][CH2:22][O:21][CH2:20][CH2:19]1)[N:14]=[C:13]([N:24]1[C:28]3[CH:29]=[CH:30][CH:31]=[CH:32][C:27]=3[N:26]=[C:25]1[CH2:33][CH3:34])[N:12]=2.[C:37](O)(=[O:41])[C@H:38]([CH3:40])[OH:39].CN(C(ON1N=NC2C=CC=NC1=2)=[N+](C)C)C.F[P-](F)(F)(F)(F)F.CCN(C(C)C)C(C)C. The catalyst is C(Cl)Cl. The product is [CH2:33]([C:25]1[N:24]([C:13]2[N:12]=[C:11]3[C:16]([N:17]=[C:9]([CH2:8][N:3]4[CH2:4][CH2:5][N:6]([C:37](=[O:41])[C@@H:38]([OH:39])[CH3:40])[CH2:7][C:2]4([CH3:1])[CH3:36])[N:10]3[CH3:35])=[C:15]([N:18]3[CH2:23][CH2:22][O:21][CH2:20][CH2:19]3)[N:14]=2)[C:28]2[CH:29]=[CH:30][CH:31]=[CH:32][C:27]=2[N:26]=1)[CH3:34]. The yield is 0.290.